From a dataset of Forward reaction prediction with 1.9M reactions from USPTO patents (1976-2016). Predict the product of the given reaction. (1) Given the reactants [F:1][C:2]1[CH:7]=[CH:6][C:5]([OH:8])=[CH:4][CH:3]=1.O[CH:10]([C:34]1[CH:39]=[CH:38][CH:37]=[CH:36][CH:35]=1)[CH2:11][CH2:12][CH2:13][CH2:14][CH2:15][N:16]1[CH2:21][CH2:20][CH:19]([C:22]2[CH:23]=[C:24]([NH:28][C:29](=[O:33])[CH:30]([CH3:32])[CH3:31])[CH:25]=[CH:26][CH:27]=2)[CH2:18][CH2:17]1.Cl, predict the reaction product. The product is: [F:1][C:2]1[CH:7]=[CH:6][C:5]([O:8][CH:10]([C:34]2[CH:35]=[CH:36][CH:37]=[CH:38][CH:39]=2)[CH2:11][CH2:12][CH2:13][CH2:14][CH2:15][N:16]2[CH2:21][CH2:20][CH:19]([C:22]3[CH:23]=[C:24]([NH:28][C:29](=[O:33])[CH:30]([CH3:32])[CH3:31])[CH:25]=[CH:26][CH:27]=3)[CH2:18][CH2:17]2)=[CH:4][CH:3]=1. (2) Given the reactants Cl.C[O:3][C:4](=[O:8])[CH:5]([CH3:7])[NH2:6].[C:9](Cl)(=[O:16])[CH2:10][CH2:11][CH2:12][CH2:13][CH2:14][CH3:15].O.[OH-].[Na+], predict the reaction product. The product is: [C:9]([NH:6][CH:5]([CH3:7])[C:4]([OH:3])=[O:8])(=[O:16])[CH2:10][CH2:11][CH2:12][CH2:13][CH2:14][CH3:15]. (3) Given the reactants [Br:1][C:2]1[CH:6]=[C:5]([N:7]2[CH2:11][CH2:10][CH2:9][C@@H:8]2[CH2:12]O)[N:4]([CH3:14])[N:3]=1.[CH2:15]([N:17](CC)CC)C.CS(Cl)(=O)=O, predict the reaction product. The product is: [Br:1][C:2]1[CH:6]=[C:5]([N:7]2[CH2:11][CH2:10][CH2:9][C@@H:8]2[CH2:12][NH:17][CH3:15])[N:4]([CH3:14])[N:3]=1. (4) Given the reactants [CH3:1][O:2][C:3]1[CH:8]=[CH:7][C:6]([N:9]2[C:13]3[CH:14]=[C:15]([C:18]4[O:22][C:21]([SH:23])=[N:20][N:19]=4)[CH:16]=[CH:17][C:12]=3[N:11]=[CH:10]2)=[CH:5][CH:4]=1.Br[CH2:25][C:26]1[CH:27]=[C:28]([CH:31]=[CH:32][CH:33]=1)[C:29]#[N:30], predict the reaction product. The product is: [CH3:1][O:2][C:3]1[CH:8]=[CH:7][C:6]([N:9]2[C:13]3[CH:14]=[C:15]([C:18]4[O:22][C:21]([S:23][CH2:25][C:26]5[CH:27]=[C:28]([CH:31]=[CH:32][CH:33]=5)[C:29]#[N:30])=[N:20][N:19]=4)[CH:16]=[CH:17][C:12]=3[N:11]=[CH:10]2)=[CH:5][CH:4]=1. (5) Given the reactants [CH:1]12[CH2:8][CH2:7][CH:4]([CH2:5][CH2:6]1)[CH2:3][CH:2]2[C:9]1([CH3:17])[N:13]([CH3:14])[C:12](=[O:15])[NH:11][C:10]1=[O:16].Br[CH2:19][C:20]([C:22]1[CH:27]=[CH:26][CH:25]=[C:24]([OH:28])[CH:23]=1)=[O:21], predict the reaction product. The product is: [CH:1]12[CH2:6][CH2:5][CH:4]([CH2:7][CH2:8]1)[CH2:3][CH:2]2[C:9]1([CH3:17])[N:13]([CH3:14])[C:12](=[O:15])[N:11]([CH2:19][C:20]([C:22]2[CH:27]=[CH:26][CH:25]=[C:24]([OH:28])[CH:23]=2)=[O:21])[C:10]1=[O:16]. (6) Given the reactants [CH:1]12[CH2:10][CH:5]3[CH2:6][CH:7]([CH2:9][CH:3]([CH2:4]3)[CH:2]1[NH2:11])[CH2:8]2.[OH:12][C:13]1[CH:18]=[C:17]([OH:19])[CH:16]=[CH:15][C:14]=1[C:20](=O)[CH3:21], predict the reaction product. The product is: [CH:1]12[CH2:10][CH:5]3[CH2:6][CH:7]([CH2:9][CH:3]([CH2:4]3)[CH:2]1[NH:11][CH:20]([C:14]1[CH:15]=[CH:16][C:17]([OH:19])=[CH:18][C:13]=1[OH:12])[CH3:21])[CH2:8]2. (7) Given the reactants C([O-])(=O)C.[O:5]=[C:6]1[C@@H:9]([NH3+:10])[CH2:8][NH:7]1.CCN(C(C)C)C(C)C.[CH3:20][C:21]([O:33][C:34](N1C=CC=CC1=O)=[O:35])([CH3:32])[CH2:22][CH2:23][CH2:24][CH2:25][C:26]1[CH:31]=[CH:30][CH:29]=[CH:28][CH:27]=1, predict the reaction product. The product is: [CH3:32][C:21]([O:33][C:34](=[O:35])[NH:10][C@H:9]1[CH2:8][NH:7][C:6]1=[O:5])([CH3:20])[CH2:22][CH2:23][CH2:24][CH2:25][C:26]1[CH:27]=[CH:28][CH:29]=[CH:30][CH:31]=1.